From a dataset of Full USPTO retrosynthesis dataset with 1.9M reactions from patents (1976-2016). Predict the reactants needed to synthesize the given product. (1) Given the product [Br:3][C:4]1[CH:5]=[C:6]2[C:10](=[CH:11][CH:12]=1)[NH:9][CH:8]=[C:7]2[C:17]1[CH2:18][CH2:19][N:14]([CH3:13])[CH2:15][CH:16]=1, predict the reactants needed to synthesize it. The reactants are: [OH-].[K+].[Br:3][C:4]1[CH:5]=[C:6]2[C:10](=[CH:11][CH:12]=1)[NH:9][CH:8]=[CH:7]2.[CH3:13][N:14]1[CH2:19][CH2:18][C:17](=O)[CH2:16][CH2:15]1. (2) Given the product [OH:40][C:37]1[CH:38]=[CH:39][C:30]([C@H:9]([CH2:10][NH:11][CH2:12][CH2:13][CH2:14][CH2:46][CH2:47][CH2:48][O:49][CH2:50][CH2:51][CH2:52][CH2:53][C:54]2[CH:55]=[CH:56][C:57]([N+:60]([O-:62])=[O:61])=[CH:58][CH:59]=2)[O:8][Si:1]([CH3:2])([CH3:3])[C:4]([CH3:6])([CH3:7])[CH3:5])=[C:31]2[C:36]=1[NH:35][C:34](=[O:41])[CH:33]=[CH:32]2, predict the reactants needed to synthesize it. The reactants are: [Si:1]([O:8][C@H:9]([C:30]1[CH:39]=[CH:38][C:37]([OH:40])=[C:36]2[C:31]=1[CH:32]=[CH:33][C:34](=[O:41])[NH:35]2)[CH2:10][NH:11][CH2:12][CH2:13][CH2:14]C#CC1C=CC(NC(=O)C(F)(F)F)=CC=1)([C:4]([CH3:7])([CH3:6])[CH3:5])([CH3:3])[CH3:2].BrCCC[CH2:46][CH2:47][CH2:48][O:49][CH2:50][CH2:51][CH2:52][CH2:53][C:54]1[CH:59]=[CH:58][C:57]([N+:60]([O-:62])=[O:61])=[CH:56][CH:55]=1. (3) Given the product [CH2:1]([C:5]([CH2:10][CH2:11][CH2:12][CH3:13])([CH2:6][O:7][CH3:14])[CH2:8][OH:9])[CH2:2][CH2:3][CH3:4], predict the reactants needed to synthesize it. The reactants are: [CH2:1]([C:5]([CH2:10][CH2:11][CH2:12][CH3:13])([CH2:8][OH:9])[CH2:6][OH:7])[CH2:2][CH2:3][CH3:4].[CH3:14]I. (4) The reactants are: [Cl:1][C:2]1[N:7]=[CH:6][N:5]=[C:4]([NH2:8])[C:3]=1[CH2:9][NH:10][CH2:11][C:12]([F:15])([F:14])[F:13].C(N(CC)CC)C.Cl[C:24](Cl)([O:26]C(=O)OC(Cl)(Cl)Cl)Cl. Given the product [Cl:1][C:2]1[N:7]=[CH:6][N:5]=[C:4]2[NH:8][C:24](=[O:26])[N:10]([CH2:11][C:12]([F:14])([F:15])[F:13])[CH2:9][C:3]=12, predict the reactants needed to synthesize it. (5) Given the product [F:32][C:6]1[CH:5]=[C:4]([C:1]([NH2:2])=[O:3])[C:12]2[N:11]=[C:10]([C:13]3[CH:18]=[CH:17][C:16]([CH:19]4[CH2:20][CH2:21][NH:22][CH2:23][CH2:24]4)=[CH:15][CH:14]=3)[NH:9][C:8]=2[CH:7]=1, predict the reactants needed to synthesize it. The reactants are: [C:1]([C:4]1[C:12]2[N:11]=[C:10]([C:13]3[CH:18]=[CH:17][C:16]([CH:19]4[CH2:24][CH2:23][N:22](C(OC(C)(C)C)=O)[CH2:21][CH2:20]4)=[CH:15][CH:14]=3)[NH:9][C:8]=2[CH:7]=[C:6]([F:32])[CH:5]=1)(=[O:3])[NH2:2].FC(F)(F)C(O)=O. (6) Given the product [F:33][C:32]([F:34])([F:35])[C:29]1[CH:28]=[CH:27][C:26]([C:23]2[CH:24]=[CH:25][C:20]([CH2:19][CH2:18][S:15][C:12]3[CH:13]=[CH:14][C:6]([O:5][CH2:4][C:3]([OH:2])=[O:16])=[C:7]4[C:11]=3[CH2:10][CH2:9][CH2:8]4)=[CH:21][CH:22]=2)=[CH:31][CH:30]=1, predict the reactants needed to synthesize it. The reactants are: C[O:2][C:3](=[O:16])[CH2:4][O:5][C:6]1[CH:14]=[CH:13][C:12]([SH:15])=[C:11]2[C:7]=1[CH2:8][CH2:9][CH2:10]2.Br[CH2:18][CH2:19][C:20]1[CH:25]=[CH:24][C:23]([C:26]2[CH:31]=[CH:30][C:29]([C:32]([F:35])([F:34])[F:33])=[CH:28][CH:27]=2)=[CH:22][CH:21]=1. (7) Given the product [CH3:3][CH:2]([O:4][C:5]1[CH:13]=[CH:12][C:8]([C:9]2[O:11][N:52]=[C:51]([C:53]3[CH:62]=[CH:61][CH:60]=[C:59]4[C:54]=3[CH:55]=[CH:56][N:57]=[CH:58]4)[N:50]=2)=[CH:7][C:6]=1[O:14][CH3:15])[CH3:1], predict the reactants needed to synthesize it. The reactants are: [CH3:1][CH:2]([O:4][C:5]1[CH:13]=[CH:12][C:8]([C:9]([OH:11])=O)=[CH:7][C:6]=1[O:14][CH3:15])[CH3:3].CN(C(ON1N=NC2C=CC=NC1=2)=[N+](C)C)C.F[P-](F)(F)(F)(F)F.CCN(C(C)C)C(C)C.O[NH:50][C:51]([C:53]1[C:54]2[CH:55]=[CH:56][N:57]=[CH:58][C:59]=2[CH:60]=[CH:61][CH:62]=1)=[NH:52]. (8) The reactants are: [F:1][C:2]1[CH:3]=[CH:4][CH:5]=[C:6]2[C:10]=1[N:9]([C@@H:11]([C:16]1[CH:21]=[C:20]([F:22])[CH:19]=[C:18]([F:23])[CH:17]=1)[C@H:12]([OH:15])[CH2:13]O)[C:8](=[O:24])[C:7]2([CH3:26])[CH3:25].C1(C)C=CC(S(Cl)(=O)=O)=CC=1.[N:38]1C=CC=C[CH:39]=1. Given the product [F:23][C:18]1[CH:17]=[C:16]([C@H:11]([N:9]2[C:10]3[C:6](=[CH:5][CH:4]=[CH:3][C:2]=3[F:1])[C:7]([CH3:26])([CH3:25])[C:8]2=[O:24])[C@H:12]([OH:15])[CH2:13][NH:38][CH3:39])[CH:21]=[C:20]([F:22])[CH:19]=1, predict the reactants needed to synthesize it. (9) Given the product [C:5]([C:4]1[CH:7]=[CH:8][CH:9]=[C:2]([O-:1])[C:3]=1[O-:13])#[N:6].[Ti+4:15].[C:5]([C:4]1[CH:7]=[CH:8][CH:9]=[C:2]([O-:1])[C:3]=1[O-:18])#[N:6], predict the reactants needed to synthesize it. The reactants are: [OH:1][C:2]1[CH:3]=[C:4]([CH:7]=[CH:8][C:9]=1O)[C:5]#[N:6].CC(C)[O-:13].[Ti+4:15].CC(C)[O-:18].CC(C)[O-].CC(C)[O-].